From a dataset of Full USPTO retrosynthesis dataset with 1.9M reactions from patents (1976-2016). Predict the reactants needed to synthesize the given product. (1) Given the product [F:28][C:29]([F:36])([F:35])[CH2:30][S:31]([NH:21][CH2:20][CH:18]1[CH2:19][C:17]1([C:13]1[CH:12]=[C:11]2[C:16](=[CH:15][CH:14]=1)[N:8]([C:5]1[CH:4]=[CH:3][C:2]([F:1])=[CH:7][CH:6]=1)[N:9]=[CH:10]2)[C:22]1[CH:23]=[CH:24][CH:25]=[CH:26][CH:27]=1)(=[O:33])=[O:32], predict the reactants needed to synthesize it. The reactants are: [F:1][C:2]1[CH:7]=[CH:6][C:5]([N:8]2[C:16]3[C:11](=[CH:12][C:13]([C:17]4([C:22]5[CH:27]=[CH:26][CH:25]=[CH:24][CH:23]=5)[CH2:19][CH:18]4[CH2:20][NH2:21])=[CH:14][CH:15]=3)[CH:10]=[N:9]2)=[CH:4][CH:3]=1.[F:28][C:29]([F:36])([F:35])[CH2:30][S:31](Cl)(=[O:33])=[O:32]. (2) Given the product [CH3:52][C:46]1([CH3:1])[C:51]([B:36]2[O:37][C:38]([CH3:43])([CH3:44])[C:39]([CH3:41])([CH3:42])[O:40]2)=[CH:50][CH2:49][CH2:48][CH2:47]1, predict the reactants needed to synthesize it. The reactants are: [C:1]1(P(C2C=CC=CC=2)C2C=CC=CC=2)C=CC=CC=1.C1([O-])C=CC=CC=1.[K+].[CH3:43][C:38]1([CH3:44])[C:39]([CH3:42])([CH3:41])[O:40][B:36]([B:36]2[O:40][C:39]([CH3:42])([CH3:41])[C:38]([CH3:44])([CH3:43])[O:37]2)[O:37]1.[C:46]1([CH3:52])[CH:51]=[CH:50][CH:49]=[CH:48][CH:47]=1. (3) Given the product [CH2:33]([C@@:29]1([CH3:32])[NH:28][C:27](=[O:35])[N:26]([C:23]2[CH:24]=[N:25][C:20]([O:13][C:5]3[C:6]4[C:10]5([CH2:9][O:8][C:7]=4[C:2]([CH3:1])=[CH:3][CH:4]=3)[CH2:12][CH2:11]5)=[N:21][CH:22]=2)[C:30]1=[O:31])[CH3:34], predict the reactants needed to synthesize it. The reactants are: [CH3:1][C:2]1[CH:3]=[CH:4][C:5]([OH:13])=[C:6]2[C:10]3([CH2:12][CH2:11]3)[CH2:9][O:8][C:7]=12.CN(C=O)C.Cl[C:20]1[N:25]=[CH:24][C:23]([N:26]2[C:30](=[O:31])[C@:29]([CH2:33][CH3:34])([CH3:32])[NH:28][C:27]2=[O:35])=[CH:22][N:21]=1. (4) Given the product [O:2]1[C:6]2[CH:7]=[CH:8][C:9]([CH:11]([Br:1])[C:12]([O:14][CH3:15])=[O:13])=[CH:10][C:5]=2[O:4][CH2:3]1, predict the reactants needed to synthesize it. The reactants are: [BrH:1].[O:2]1[C:6]2[CH:7]=[CH:8][C:9]([CH:11](O)[C:12]([O:14][CH3:15])=[O:13])=[CH:10][C:5]=2[O:4][CH2:3]1. (5) Given the product [CH3:16][O:15][C:12]1[CH:13]=[CH:14][C:9]([N:1]([C:2]2[CH:7]=[CH:38][C:39]([O:40][CH3:23])=[CH:4][CH:3]=2)[C:2]2[CH:7]=[CH:6][CH:5]=[CH:4][CH:3]=2)=[CH:10][CH:11]=1, predict the reactants needed to synthesize it. The reactants are: [NH2:1][C:2]1[CH:7]=[CH:6][CH:5]=[CH:4][CH:3]=1.I[C:9]1[CH:14]=[CH:13][C:12]([O:15][CH3:16])=[CH:11][CH:10]=1.C(=O)([O-])[O-].[K+].[K+].[CH2:23]1[O:40][CH2:39][CH2:38]O[CH2:38][CH2:39][O:40][CH2:23][CH2:23][O:40][CH2:39][CH2:38]O[CH2:38][CH2:39][O:40][CH2:23]1. (6) Given the product [Cl:1][C:2]1[CH:3]=[C:4]([CH:8]=[CH:9][C:10]=1[NH:11][C:12]1[CH2:17][CH2:16][CH2:15][C:14](=[O:18])[C:13]=1[CH3:19])[C:5]([NH:28][C:25]1[CH:26]=[CH:27][C:22]([O:21][CH3:20])=[CH:23][CH:24]=1)=[O:7], predict the reactants needed to synthesize it. The reactants are: [Cl:1][C:2]1[CH:3]=[C:4]([CH:8]=[CH:9][C:10]=1[NH:11][C:12]1[CH2:17][CH2:16][CH2:15][C:14](=[O:18])[C:13]=1[CH3:19])[C:5]([OH:7])=O.[CH3:20][O:21][C:22]1[CH:27]=[CH:26][C:25]([NH2:28])=[CH:24][CH:23]=1.